This data is from Catalyst prediction with 721,799 reactions and 888 catalyst types from USPTO. The task is: Predict which catalyst facilitates the given reaction. (1) Product: [Si:19]([O:26][CH2:27][CH:28]1[CH2:29][N:30]([C:2]2[C:3]([Cl:18])=[C:4]([NH:10][C:11](=[O:17])[O:12][C:13]([CH3:16])([CH3:15])[CH3:14])[CH:5]=[C:6]([C:8]#[N:9])[CH:7]=2)[CH2:31][CH2:32][O:33]1)([C:22]([CH3:25])([CH3:23])[CH3:24])([CH3:21])[CH3:20]. The catalyst class is: 101. Reactant: Br[C:2]1[C:3]([Cl:18])=[C:4]([NH:10][C:11](=[O:17])[O:12][C:13]([CH3:16])([CH3:15])[CH3:14])[CH:5]=[C:6]([C:8]#[N:9])[CH:7]=1.[Si:19]([O:26][CH2:27][CH:28]1[O:33][CH2:32][CH2:31][NH:30][CH2:29]1)([C:22]([CH3:25])([CH3:24])[CH3:23])([CH3:21])[CH3:20].C1C=CC(P(C2C(C3C(P(C4C=CC=CC=4)C4C=CC=CC=4)=CC=C4C=3C=CC=C4)=C3C(C=CC=C3)=CC=2)C2C=CC=CC=2)=CC=1. (2) Reactant: [C:1]([C:3]1[CH:22]=[CH:21][C:6]([CH2:7][NH:8][C:9](=[O:20])[CH:10]([C:13]2[CH:18]=[CH:17][C:16]([OH:19])=[CH:15][CH:14]=2)[O:11][CH3:12])=[CH:5][CH:4]=1)#[N:2].C1(P(C2C=CC=CC=2)C2C=CC=CC=2)C=CC=CC=1.O[CH:43]1[CH2:48][CH2:47][N:46]([CH3:49])[CH2:45][CH2:44]1.CCOC(/N=N/C(OCC)=O)=O. Product: [C:1]([C:3]1[CH:4]=[CH:5][C:6]([CH2:7][NH:8][C:9](=[O:20])[CH:10]([O:11][CH3:12])[C:13]2[CH:18]=[CH:17][C:16]([O:19][CH:43]3[CH2:48][CH2:47][N:46]([CH3:49])[CH2:45][CH2:44]3)=[CH:15][CH:14]=2)=[CH:21][CH:22]=1)#[N:2]. The catalyst class is: 1. (3) Reactant: C(O)[CH:2]([OH:11])[CH2:3][CH2:4][CH2:5][CH2:6][CH2:7][CH2:8][C:9]#[CH:10]. Product: [CH:2](=[O:11])[CH2:3][CH2:4][CH2:5][CH2:6][CH2:7][CH2:8][C:9]#[CH:10]. The catalyst class is: 95. (4) Reactant: [C:1](Cl)(Cl)=[O:2].[C:5]([O:9][C:10](=[O:30])[NH:11][CH2:12][C@H:13]([OH:29])[CH2:14][NH:15][C:16]1[CH:17]=[C:18]2[C:22](=[CH:23][CH:24]=1)[N:21]([CH:25]1[CH2:27][CH2:26]1)[C:20](=[O:28])[CH2:19]2)([CH3:8])([CH3:7])[CH3:6].C(N(CC)CC)C. Product: [C:5]([O:9][C:10](=[O:30])[NH:11][CH2:12][C@@H:13]1[O:29][C:1](=[O:2])[N:15]([C:16]2[CH:17]=[C:18]3[C:22](=[CH:23][CH:24]=2)[N:21]([CH:25]2[CH2:27][CH2:26]2)[C:20](=[O:28])[CH2:19]3)[CH2:14]1)([CH3:8])([CH3:6])[CH3:7]. The catalyst class is: 4. (5) Reactant: [N+:1]([C:4]1[CH:5]=[CH:6][C:7]([OH:10])=[N:8][CH:9]=1)([O-])=O.Br[CH:12]1[CH2:16][CH2:15][CH2:14][CH2:13]1.C(=O)([O-])[O-].[K+].[K+].CN(C=O)C. Product: [CH:12]1([O:10][C:7]2[N:8]=[CH:9][C:4]([NH2:1])=[CH:5][CH:6]=2)[CH2:16][CH2:15][CH2:14][CH2:13]1. The catalyst class is: 6. (6) Reactant: [Si]([O:8][CH2:9][C@H:10]1[CH2:12][C@:11]1([CH2:19][CH2:20][NH2:21])[C:13]1[CH:18]=[CH:17][CH:16]=[CH:15][N:14]=1)(C(C)(C)C)(C)C.[F-].C([N+](CCCC)(CCCC)CCCC)CCC. Product: [NH2:21][CH2:20][CH2:19][C@:11]1([C:13]2[CH:18]=[CH:17][CH:16]=[CH:15][N:14]=2)[CH2:12][C@@H:10]1[CH2:9][OH:8]. The catalyst class is: 1. (7) Reactant: [F:1][C:2]1[CH:7]=[CH:6][C:5]([NH:8][C:9]([C:11]2([C:14]([NH:16][C:17]3[CH:22]=[CH:21][C:20]([O:23][C:24]4[C:33]5[C:28](=[CH:29][C:30]([OH:36])=[C:31]([O:34][CH3:35])[CH:32]=5)[N:27]=[CH:26][CH:25]=4)=[C:19]([F:37])[CH:18]=3)=[O:15])[CH2:13][CH2:12]2)=[O:10])=[CH:4][CH:3]=1.C(=O)([O-])[O-].[K+].[K+].Cl.Cl[CH2:46][CH2:47][CH2:48][N:49]1[CH2:54][CH2:53][O:52][CH2:51][CH2:50]1.C1(O)C=CC=CC=1. Product: [F:37][C:19]1[CH:18]=[C:17]([NH:16][C:14]([C:11]2([C:9]([NH:8][C:5]3[CH:6]=[CH:7][C:2]([F:1])=[CH:3][CH:4]=3)=[O:10])[CH2:12][CH2:13]2)=[O:15])[CH:22]=[CH:21][C:20]=1[O:23][C:24]1[C:33]2[C:28](=[CH:29][C:30]([O:36][CH2:46][CH2:47][CH2:48][N:49]3[CH2:54][CH2:53][O:52][CH2:51][CH2:50]3)=[C:31]([O:34][CH3:35])[CH:32]=2)[N:27]=[CH:26][CH:25]=1. The catalyst class is: 3.